This data is from HIV replication inhibition screening data with 41,000+ compounds from the AIDS Antiviral Screen. The task is: Binary Classification. Given a drug SMILES string, predict its activity (active/inactive) in a high-throughput screening assay against a specified biological target. The compound is CCOP(=O)(OCC)C(F)(F)Cc1cnc(C)c2c1COC(C)(C)O2. The result is 0 (inactive).